Task: Predict the reactants needed to synthesize the given product.. Dataset: Full USPTO retrosynthesis dataset with 1.9M reactions from patents (1976-2016) (1) Given the product [CH2:1]([O:8][C:9]1[CH:16]=[C:15]([O:17][CH3:18])[CH:14]=[CH:13][C:10]=1[CH2:11][OH:12])[C:2]1[CH:3]=[CH:4][CH:5]=[CH:6][CH:7]=1, predict the reactants needed to synthesize it. The reactants are: [CH2:1]([O:8][C:9]1[CH:16]=[C:15]([O:17][CH3:18])[CH:14]=[CH:13][C:10]=1[CH:11]=[O:12])[C:2]1[CH:7]=[CH:6][CH:5]=[CH:4][CH:3]=1.[H-].[Al+3].[Li+].[H-].[H-].[H-].O.O.O.O.O.O.O.O.O.O.[O-]S([O-])(=O)=O.[Na+].[Na+]. (2) Given the product [Cl:13][C:14]1[CH:15]=[C:16]([S:20][C:3]2[C:4]3[C:5](=[CH:6][N:7]=[CH:8][CH:9]=3)[NH:1][C:2]=2[C:10]([NH2:12])=[O:11])[CH:17]=[CH:18][CH:19]=1, predict the reactants needed to synthesize it. The reactants are: [NH:1]1[C:5]2=[CH:6][N:7]=[CH:8][CH:9]=[C:4]2[CH:3]=[C:2]1[C:10]([NH2:12])=[O:11].[Cl:13][C:14]1[CH:15]=[C:16]([S:20][S:20][C:16]2[CH:17]=[CH:18][CH:19]=[C:14]([Cl:13])[CH:15]=2)[CH:17]=[CH:18][CH:19]=1. (3) Given the product [CH2:1]([O:4][C:5]1([CH3:34])[CH2:10][CH2:9][N:8]([C:11]2[N:16]3[N:17]=[C:18]([CH2:20][N:41]([CH:42]4[CH2:44][CH2:43]4)[CH2:40][C:39]4[CH:45]=[CH:46][C:36]([CH3:35])=[CH:37][C:38]=4[O:47][C@H:48]([CH2:50][CH:51]=[CH2:52])[CH3:49])[CH:19]=[C:15]3[N:14]=[C:13]([CH3:22])[C:12]=2[C@H:23]([O:29][C:30]([CH3:33])([CH3:32])[CH3:31])[C:24]([O:26][CH2:27][CH3:28])=[O:25])[CH2:7][CH2:6]1)[CH:2]=[CH2:3], predict the reactants needed to synthesize it. The reactants are: [CH2:1]([O:4][C:5]1([CH3:34])[CH2:10][CH2:9][N:8]([C:11]2[N:16]3[N:17]=[C:18]([CH2:20]I)[CH:19]=[C:15]3[N:14]=[C:13]([CH3:22])[C:12]=2[C@H:23]([O:29][C:30]([CH3:33])([CH3:32])[CH3:31])[C:24]([O:26][CH2:27][CH3:28])=[O:25])[CH2:7][CH2:6]1)[CH:2]=[CH2:3].[CH3:35][C:36]1[CH:46]=[CH:45][C:39]([CH2:40][NH:41][CH:42]2[CH2:44][CH2:43]2)=[C:38]([O:47][C@H:48]([CH2:50][CH:51]=[CH2:52])[CH3:49])[CH:37]=1.CCN(C(C)C)C(C)C. (4) Given the product [CH3:24][N:25]1[CH:29]=[C:28]([C:2]2[C:3]3[N:4]([C:12]([C:15]([N:17]4[CH2:22][C@@H:21]5[CH2:23][C@H:18]4[CH2:19][O:20]5)=[O:16])=[CH:13][N:14]=3)[CH:5]=[C:6]([C:8]([F:10])([F:11])[F:9])[CH:7]=2)[CH:27]=[N:26]1, predict the reactants needed to synthesize it. The reactants are: Br[C:2]1[C:3]2[N:4]([C:12]([C:15]([N:17]3[CH2:22][C@@H:21]4[CH2:23][C@H:18]3[CH2:19][O:20]4)=[O:16])=[CH:13][N:14]=2)[CH:5]=[C:6]([C:8]([F:11])([F:10])[F:9])[CH:7]=1.[CH3:24][N:25]1[CH:29]=[C:28](B2OC(C)(C)C(C)(C)O2)[CH:27]=[N:26]1.C(=O)([O-])[O-].[Cs+].[Cs+].Cl. (5) Given the product [N:31]1[CH:36]=[CH:35][CH:34]=[CH:33][C:32]=1[SH:23]=[C:22]([O:13][CH2:12][CH2:11][O:10][CH2:9][CH:8]([NH2:14])[C:1]([O:3][C:4]([CH3:6])([CH3:7])[CH3:5])=[O:2])[OH:21], predict the reactants needed to synthesize it. The reactants are: [C:1]([CH:8]([NH2:14])[CH2:9][O:10][CH2:11][CH2:12][OH:13])([O:3][C:4]([CH3:7])([CH3:6])[CH3:5])=[O:2].C1C=C([O:21][C:22](OC2N=CC=CC=2)=[S:23])N=CC=1.[N:31]1[CH:36]=[CH:35][CH:34]=[CH:33][CH:32]=1. (6) Given the product [CH2:9]([NH:16][C:17]([C:19]1[S:23][C:22]([N:24]2[CH:29]=[CH:28][C:27]([O:30][CH2:2][C:3]3[CH:7]=[C:6]([CH3:8])[O:5][N:4]=3)=[CH:26][C:25]2=[O:31])=[N:21][C:20]=1[CH3:32])=[O:18])[C:10]1[CH:15]=[CH:14][CH:13]=[CH:12][CH:11]=1, predict the reactants needed to synthesize it. The reactants are: Br[CH2:2][C:3]1[CH:7]=[C:6]([CH3:8])[O:5][N:4]=1.[CH2:9]([NH:16][C:17]([C:19]1[S:23][C:22]([N:24]2[CH:29]=[CH:28][C:27]([OH:30])=[CH:26][C:25]2=[O:31])=[N:21][C:20]=1[CH3:32])=[O:18])[C:10]1[CH:15]=[CH:14][CH:13]=[CH:12][CH:11]=1.